Dataset: NCI-60 drug combinations with 297,098 pairs across 59 cell lines. Task: Regression. Given two drug SMILES strings and cell line genomic features, predict the synergy score measuring deviation from expected non-interaction effect. (1) Drug 1: CC(CN1CC(=O)NC(=O)C1)N2CC(=O)NC(=O)C2. Drug 2: CCC1(CC2CC(C3=C(CCN(C2)C1)C4=CC=CC=C4N3)(C5=C(C=C6C(=C5)C78CCN9C7C(C=CC9)(C(C(C8N6C=O)(C(=O)OC)O)OC(=O)C)CC)OC)C(=O)OC)O.OS(=O)(=O)O. Cell line: OVCAR3. Synergy scores: CSS=49.5, Synergy_ZIP=6.55, Synergy_Bliss=10.8, Synergy_Loewe=0.508, Synergy_HSA=11.0. (2) Drug 1: CC(C)NC(=O)C1=CC=C(C=C1)CNNC.Cl. Drug 2: CC12CCC3C(C1CCC2OP(=O)(O)O)CCC4=C3C=CC(=C4)OC(=O)N(CCCl)CCCl.[Na+]. Cell line: KM12. Synergy scores: CSS=-30.1, Synergy_ZIP=10.4, Synergy_Bliss=0.886, Synergy_Loewe=-35.9, Synergy_HSA=-35.3.